This data is from Full USPTO retrosynthesis dataset with 1.9M reactions from patents (1976-2016). The task is: Predict the reactants needed to synthesize the given product. Given the product [CH:1]([C:4]1[CH:9]=[CH:8][CH:7]=[CH:6][C:5]=1[N:10]=[C:11]1[NH:13][CH2:14][CH2:15][S:12]1)([CH3:3])[CH3:2], predict the reactants needed to synthesize it. The reactants are: [CH:1]([C:4]1[CH:9]=[CH:8][CH:7]=[CH:6][C:5]=1[N:10]=[C:11]=[S:12])([CH3:3])[CH3:2].[NH2:13][CH2:14][CH2:15]O.